Dataset: Reaction yield outcomes from USPTO patents with 853,638 reactions. Task: Predict the reaction yield, written as a fraction of the theoretical maximum amount of product (1.0 means a 100% yield; for example, 0.34 means a 34% yield). (1) The reactants are [CH:1]([NH:4][C:5]1[C:10]([C:11](O)=[O:12])=[CH:9][N:8]=[C:7]([S:14][CH3:15])[N:6]=1)([CH3:3])[CH3:2].C[N:17](C(ON1N=NC2C=CC=NC1=2)=[N+](C)C)C.F[P-](F)(F)(F)(F)F.Cl.N.CCN(C(C)C)C(C)C. The catalyst is CN(C=O)C. The product is [CH:1]([NH:4][C:5]1[C:10]([C:11]([NH2:17])=[O:12])=[CH:9][N:8]=[C:7]([S:14][CH3:15])[N:6]=1)([CH3:3])[CH3:2]. The yield is 0.960. (2) The reactants are O1CCCC1.[CH:6]1([OH:10])[CH2:9][CH2:8][CH2:7]1.[H-].[Na+].[Br:13][C:14]1[N:31]([CH2:32][O:33][CH2:34][CH2:35][Si:36]([CH3:39])([CH3:38])[CH3:37])[C:17]2[CH:18]=[N:19][N:20]([CH2:23][O:24][CH2:25][CH2:26][Si:27]([CH3:30])([CH3:29])[CH3:28])[C:21](=[O:22])[C:16]=2[C:15]=1[CH2:40]Br. The catalyst is O. The product is [Br:13][C:14]1[N:31]([CH2:32][O:33][CH2:34][CH2:35][Si:36]([CH3:39])([CH3:38])[CH3:37])[C:17]2[CH:18]=[N:19][N:20]([CH2:23][O:24][CH2:25][CH2:26][Si:27]([CH3:30])([CH3:29])[CH3:28])[C:21](=[O:22])[C:16]=2[C:15]=1[CH2:40][O:10][CH:6]1[CH2:9][CH2:8][CH2:7]1. The yield is 0.820. (3) The reactants are [Cl:1][C:2]1[CH:7]=[C:6]([N+:8]([O-])=O)[CH:5]=[CH:4][C:3]=1[C:11]#[C:12][C:13]([CH3:16])([CH3:15])[CH3:14].[Cl-].[NH4+]. The catalyst is CO.O.[Fe]. The product is [Cl:1][C:2]1[CH:7]=[C:6]([CH:5]=[CH:4][C:3]=1[C:11]#[C:12][C:13]([CH3:16])([CH3:15])[CH3:14])[NH2:8]. The yield is 0.750. (4) The reactants are [CH2:1]([O:3][C:4]1[C:5]([OH:32])=[C:6]([CH:10]=[C:11]([CH:13]2[C:18]([C:19]3[CH:24]=[CH:23][CH:22]=[CH:21][CH:20]=3)=[C:17]([C:25]3[CH:30]=[CH:29][CH:28]=[CH:27][CH:26]=3)[NH:16][C:15](=[O:31])[NH:14]2)[CH:12]=1)[C:7]([OH:9])=O)[CH3:2].[NH4+].[Cl-].CC[N:37]=C=NCCCN(C)C.C1C=CC2N(O)N=NC=2C=1.CN1CCOCC1. The catalyst is CN(C=O)C. The product is [CH2:1]([O:3][C:4]1[C:5]([OH:32])=[C:6]([CH:10]=[C:11]([CH:13]2[C:18]([C:19]3[CH:24]=[CH:23][CH:22]=[CH:21][CH:20]=3)=[C:17]([C:25]3[CH:30]=[CH:29][CH:28]=[CH:27][CH:26]=3)[NH:16][C:15](=[O:31])[NH:14]2)[CH:12]=1)[C:7]([NH2:37])=[O:9])[CH3:2]. The yield is 0.164.